Dataset: Full USPTO retrosynthesis dataset with 1.9M reactions from patents (1976-2016). Task: Predict the reactants needed to synthesize the given product. Given the product [Cl:1][C:2]1[CH:7]=[CH:6][C:5]([C:8]2[C:12]([CH2:13][CH2:14][C:15]([NH2:20])=[O:17])=[CH:11][O:10][N:9]=2)=[CH:4][CH:3]=1, predict the reactants needed to synthesize it. The reactants are: [Cl:1][C:2]1[CH:7]=[CH:6][C:5]([C:8]2[C:12]([CH2:13][CH2:14][C:15]([OH:17])=O)=[CH:11][O:10][N:9]=2)=[CH:4][CH:3]=1.C([N:20](CC)CC)C.C(Cl)(=O)OCC.N.